This data is from NCI-60 drug combinations with 297,098 pairs across 59 cell lines. The task is: Regression. Given two drug SMILES strings and cell line genomic features, predict the synergy score measuring deviation from expected non-interaction effect. (1) Drug 1: CCC(=C(C1=CC=CC=C1)C2=CC=C(C=C2)OCCN(C)C)C3=CC=CC=C3.C(C(=O)O)C(CC(=O)O)(C(=O)O)O. Drug 2: COCCOC1=C(C=C2C(=C1)C(=NC=N2)NC3=CC=CC(=C3)C#C)OCCOC.Cl. Cell line: NCIH23. Synergy scores: CSS=-0.00350, Synergy_ZIP=0.0708, Synergy_Bliss=-0.762, Synergy_Loewe=-2.40, Synergy_HSA=-1.69. (2) Drug 2: CC1C(C(=O)NC(C(=O)N2CCCC2C(=O)N(CC(=O)N(C(C(=O)O1)C(C)C)C)C)C(C)C)NC(=O)C3=C4C(=C(C=C3)C)OC5=C(C(=O)C(=C(C5=N4)C(=O)NC6C(OC(=O)C(N(C(=O)CN(C(=O)C7CCCN7C(=O)C(NC6=O)C(C)C)C)C)C(C)C)C)N)C. Drug 1: CS(=O)(=O)C1=CC(=C(C=C1)C(=O)NC2=CC(=C(C=C2)Cl)C3=CC=CC=N3)Cl. Synergy scores: CSS=33.3, Synergy_ZIP=39.2, Synergy_Bliss=41.0, Synergy_Loewe=38.3, Synergy_HSA=38.9. Cell line: HCT116. (3) Drug 1: CC1=C(C=C(C=C1)NC(=O)C2=CC=C(C=C2)CN3CCN(CC3)C)NC4=NC=CC(=N4)C5=CN=CC=C5. Drug 2: CN1C2=C(C=C(C=C2)N(CCCl)CCCl)N=C1CCCC(=O)O.Cl. Cell line: HS 578T. Synergy scores: CSS=-0.0365, Synergy_ZIP=-1.73, Synergy_Bliss=-1.01, Synergy_Loewe=-0.803, Synergy_HSA=-0.582. (4) Drug 1: CC1=CC=C(C=C1)C2=CC(=NN2C3=CC=C(C=C3)S(=O)(=O)N)C(F)(F)F. Drug 2: CC1=C2C(C(=O)C3(C(CC4C(C3C(C(C2(C)C)(CC1OC(=O)C(C(C5=CC=CC=C5)NC(=O)C6=CC=CC=C6)O)O)OC(=O)C7=CC=CC=C7)(CO4)OC(=O)C)O)C)OC(=O)C. Cell line: A549. Synergy scores: CSS=22.9, Synergy_ZIP=15.1, Synergy_Bliss=13.4, Synergy_Loewe=3.36, Synergy_HSA=10.8. (5) Drug 1: C1CCC(C1)C(CC#N)N2C=C(C=N2)C3=C4C=CNC4=NC=N3. Drug 2: CC(C1=C(C=CC(=C1Cl)F)Cl)OC2=C(N=CC(=C2)C3=CN(N=C3)C4CCNCC4)N. Cell line: HCT-15. Synergy scores: CSS=0.422, Synergy_ZIP=0.0188, Synergy_Bliss=-0.804, Synergy_Loewe=-3.73, Synergy_HSA=-2.59. (6) Drug 1: C1C(C(OC1N2C=NC(=NC2=O)N)CO)O. Drug 2: C(CN)CNCCSP(=O)(O)O. Cell line: CAKI-1. Synergy scores: CSS=-0.191, Synergy_ZIP=-2.29, Synergy_Bliss=-5.78, Synergy_Loewe=-7.26, Synergy_HSA=-7.23.